From a dataset of Merck oncology drug combination screen with 23,052 pairs across 39 cell lines. Regression. Given two drug SMILES strings and cell line genomic features, predict the synergy score measuring deviation from expected non-interaction effect. (1) Drug 2: C=CCn1c(=O)c2cnc(Nc3ccc(N4CCN(C)CC4)cc3)nc2n1-c1cccc(C(C)(C)O)n1. Drug 1: O=C(CCCCCCC(=O)Nc1ccccc1)NO. Synergy scores: synergy=4.56. Cell line: CAOV3. (2) Drug 1: O=S1(=O)NC2(CN1CC(F)(F)F)C1CCC2Cc2cc(C=CCN3CCC(C(F)(F)F)CC3)ccc2C1. Drug 2: CC(=O)OC1C(=O)C2(C)C(O)CC3OCC3(OC(C)=O)C2C(OC(=O)c2ccccc2)C2(O)CC(OC(=O)C(O)C(NC(=O)c3ccccc3)c3ccccc3)C(C)=C1C2(C)C. Cell line: COLO320DM. Synergy scores: synergy=43.0. (3) Drug 1: CCC1=CC2CN(C1)Cc1c([nH]c3ccccc13)C(C(=O)OC)(c1cc3c(cc1OC)N(C)C1C(O)(C(=O)OC)C(OC(C)=O)C4(CC)C=CCN5CCC31C54)C2. Drug 2: Cn1cc(-c2cnn3c(N)c(Br)c(C4CCCNC4)nc23)cn1. Cell line: HCT116. Synergy scores: synergy=-3.77. (4) Drug 1: N#Cc1ccc(Cn2cncc2CN2CCN(c3cccc(Cl)c3)C(=O)C2)cc1. Drug 2: CNC(=O)c1cc(Oc2ccc(NC(=O)Nc3ccc(Cl)c(C(F)(F)F)c3)cc2)ccn1. Cell line: HT144. Synergy scores: synergy=5.18. (5) Drug 1: CCC1(O)C(=O)OCc2c1cc1n(c2=O)Cc2cc3c(CN(C)C)c(O)ccc3nc2-1. Drug 2: CNC(=O)c1cc(Oc2ccc(NC(=O)Nc3ccc(Cl)c(C(F)(F)F)c3)cc2)ccn1. Cell line: SKMEL30. Synergy scores: synergy=3.41. (6) Drug 1: CC(=O)OC1C(=O)C2(C)C(O)CC3OCC3(OC(C)=O)C2C(OC(=O)c2ccccc2)C2(O)CC(OC(=O)C(O)C(NC(=O)c3ccccc3)c3ccccc3)C(C)=C1C2(C)C. Drug 2: COC1CC2CCC(C)C(O)(O2)C(=O)C(=O)N2CCCCC2C(=O)OC(C(C)CC2CCC(OP(C)(C)=O)C(OC)C2)CC(=O)C(C)C=C(C)C(O)C(OC)C(=O)C(C)CC(C)C=CC=CC=C1C. Cell line: T47D. Synergy scores: synergy=24.6. (7) Cell line: NCIH23. Drug 2: COC12C(COC(N)=O)C3=C(C(=O)C(C)=C(N)C3=O)N1CC1NC12. Synergy scores: synergy=-7.36. Drug 1: CN1C(=O)C=CC2(C)C3CCC4(C)C(NC(=O)OCC(F)(F)F)CCC4C3CCC12.